From a dataset of Forward reaction prediction with 1.9M reactions from USPTO patents (1976-2016). Predict the product of the given reaction. (1) Given the reactants [NH:1]1[CH:5]=[C:4]([C:6]([O:8][CH3:9])=[O:7])[C:3]([C:10]([O:12][CH3:13])=[O:11])=[N:2]1.[H-].[Na+].CI.[CH3:18]COC(C)=O, predict the reaction product. The product is: [CH3:18][N:1]1[CH:5]=[C:4]([C:6]([O:8][CH3:9])=[O:7])[C:3]([C:10]([O:12][CH3:13])=[O:11])=[N:2]1. (2) Given the reactants [I:1][C:2]1[CH:3]=[C:4]([C:8]2([C:16](=[S:18])[NH2:17])[CH2:14][C@H:13]3[NH:15][C@H:10]([CH:11]=[CH:12]3)[CH2:9]2)[CH:5]=[N:6][CH:7]=1.C([O-])([O-])=O.[K+].[K+].FC(F)(F)S(O[CH2:31][CH:32]([F:34])[F:33])(=O)=O.O, predict the reaction product. The product is: [F:33][CH:32]([F:34])[CH2:31][N:15]1[C@H:10]2[CH:11]=[CH:12][C@@H:13]1[CH2:14][C:8]([C:4]1[CH:5]=[N:6][CH:7]=[C:2]([I:1])[CH:3]=1)([C:16](=[S:18])[NH2:17])[CH2:9]2.